Dataset: Reaction yield outcomes from USPTO patents with 853,638 reactions. Task: Predict the reaction yield, written as a fraction of the theoretical maximum amount of product (1.0 means a 100% yield; for example, 0.34 means a 34% yield). (1) The reactants are C[O:2][C:3](=[O:14])[C:4]1[CH:9]=[CH:8][CH:7]=[C:6]([C:10](=[NH:13])[NH:11][OH:12])[CH:5]=1.C(N(C(C)C)CC)(C)C.[F:24][C:25]1[CH:33]=[CH:32][CH:31]=[CH:30][C:26]=1[C:27](Cl)=O. The catalyst is C1COCC1. The product is [F:24][C:25]1[CH:33]=[CH:32][CH:31]=[CH:30][C:26]=1[C:27]1[O:12][N:11]=[C:10]([C:6]2[CH:5]=[C:4]([CH:9]=[CH:8][CH:7]=2)[C:3]([OH:2])=[O:14])[N:13]=1. The yield is 0.830. (2) The reactants are [C:1]([O:4][C@H:5]1[C@H:10]([O:11][C:12](=[O:14])[CH3:13])[CH:9]=[C:8]([C:15]2[CH:20]=[CH:19][N:18]=[CH:17][C:16]=2[N+:21]([O-:23])=[O:22])[O:7][C@@H:6]1[CH2:24][O:25]C(C1C=CC=CC=1)(C1C=CC=CC=1)C1C=CC=CC=1)(=[O:3])[CH3:2]. The catalyst is C(Cl)Cl.[Fe](Cl)(Cl)Cl. The product is [C:1]([O:4][C@H:5]1[C@H:10]([O:11][C:12](=[O:14])[CH3:13])[CH:9]=[C:8]([C:15]2[CH:20]=[CH:19][N:18]=[CH:17][C:16]=2[N+:21]([O-:23])=[O:22])[O:7][C@@H:6]1[CH2:24][OH:25])(=[O:3])[CH3:2]. The yield is 0.470.